Dataset: hERG Central: cardiac toxicity at 1µM, 10µM, and general inhibition. Task: Predict hERG channel inhibition at various concentrations. The drug is CN1/C(=C\C=Nc2ccccc2)C(C)(C)c2ccccc21. Results: hERG_inhib (hERG inhibition (general)): blocker.